Dataset: Full USPTO retrosynthesis dataset with 1.9M reactions from patents (1976-2016). Task: Predict the reactants needed to synthesize the given product. (1) Given the product [CH2:31]([O:34][C:35]([C:37]1([NH:40][C:15]([C:12]2[N:11]3[C@@:7]([CH2:6][C:5]4[CH:4]=[CH:3][C:2]([Br:1])=[CH:29][CH:28]=4)([CH3:27])[C:8](=[O:26])[N:9]([C:18]4[CH:23]=[C:22]([Cl:24])[CH:21]=[C:20]([Cl:25])[CH:19]=4)[C:10]3=[N:14][CH:13]=2)=[O:16])[CH2:39][CH2:38]1)=[O:36])[CH:32]=[CH2:33], predict the reactants needed to synthesize it. The reactants are: [Br:1][C:2]1[CH:29]=[CH:28][C:5]([CH2:6][C@@:7]2([CH3:27])[N:11]3[C:12]([C:15](O)=[O:16])=[CH:13][N:14]=[C:10]3[N:9]([C:18]3[CH:23]=[C:22]([Cl:24])[CH:21]=[C:20]([Cl:25])[CH:19]=3)[C:8]2=[O:26])=[CH:4][CH:3]=1.Cl.[CH2:31]([O:34][C:35]([C:37]1([NH2:40])[CH2:39][CH2:38]1)=[O:36])[CH:32]=[CH2:33].C(N(C(C)C)CC)(C)C.CN(C(ON1N=NC2C=CC=NC1=2)=[N+](C)C)C.F[P-](F)(F)(F)(F)F. (2) Given the product [CH3:1][N:2]1[CH2:7][CH2:6][N:5]([C:15](=[O:17])[CH3:16])[CH2:4][CH2:3]1, predict the reactants needed to synthesize it. The reactants are: [CH3:1][N:2]1[CH2:7][CH2:6][NH:5][CH2:4][CH2:3]1.C(N(CC)CC)C.[C:15](OC(=O)C)(=[O:17])[CH3:16]. (3) Given the product [CH:38]1([CH2:41][N:42]2[C:50]3[N:49]=[C:48]([CH2:51][C:52]4[CH:53]=[CH:54][C:55]([N:58]([CH3:59])[C:8]([C:4]5[S:3][C:2]([CH3:1])=[N:6][C:5]=5[CH3:7])=[O:10])=[CH:56][CH:57]=4)[NH:47][C:46]=3[C:45](=[O:60])[N:44]([CH2:61][C:62]3[CH:67]=[CH:66][CH:65]=[CH:64][C:63]=3[F:68])[C:43]2=[O:69])[CH2:40][CH2:39]1, predict the reactants needed to synthesize it. The reactants are: [CH3:1][C:2]1[S:3][C:4]([C:8]([OH:10])=O)=[C:5]([CH3:7])[N:6]=1.C1(P(C2C=CC=CC=2)C2C=CC=CC=2)C=CC=CC=1.ClN1C(=O)CCC1=O.[CH:38]1([CH2:41][N:42]2[C:50]3[N:49]=[C:48]([CH2:51][C:52]4[CH:57]=[CH:56][C:55]([NH:58][CH3:59])=[CH:54][CH:53]=4)[NH:47][C:46]=3[C:45](=[O:60])[N:44]([CH2:61][C:62]3[CH:67]=[CH:66][CH:65]=[CH:64][C:63]=3[F:68])[C:43]2=[O:69])[CH2:40][CH2:39]1. (4) The reactants are: [Cl:1][C:2]1[CH:3]=[C:4]([C@H:9]2[C:18]3[C:13](=[CH:14][CH:15]=[CH:16][CH:17]=3)[C:12](=[O:19])[CH2:11][CH2:10]2)[CH:5]=[CH:6][C:7]=1[Cl:8].[Li+].C[Si]([N-][Si](C)(C)C)(C)C.[CH:30](=O)[CH3:31]. Given the product [Cl:1][C:2]1[CH:3]=[C:4]([C@H:9]2[C:18]3[C:13](=[CH:14][CH:15]=[CH:16][CH:17]=3)[C:12](=[O:19])/[C:11](=[CH:30]/[CH3:31])/[CH2:10]2)[CH:5]=[CH:6][C:7]=1[Cl:8], predict the reactants needed to synthesize it. (5) Given the product [O:27]1[CH2:28][CH2:29][O:30][C:31]2=[C:23]([C:2]3[C:10]4[C:6](=[N:7][N:8]([C:11]5[CH:16]=[CH:15][N:14]=[CH:13][CH:12]=5)[N:9]=4)[C:5]([C:25]4[S:24][CH:23]=[C:31]5[C:26]=4[O:27][CH2:28][CH2:29][O:30]5)=[CH:4][CH:3]=3)[S:24][CH:25]=[C:26]12, predict the reactants needed to synthesize it. The reactants are: Br[C:2]1[C:10]2[C:6](=[N:7][N:8]([C:11]3[CH:16]=[CH:15][N:14]=[CH:13][CH:12]=3)[N:9]=2)[C:5](Br)=[CH:4][CH:3]=1.C([Sn](CCCC)(CCCC)[C:23]1[S:24][CH:25]=[C:26]2[C:31]=1[O:30][CH2:29][CH2:28][O:27]2)CCC. (6) Given the product [Cl:1][C:2]1[CH:7]=[CH:6][N:5]=[C:4]2[CH:8]=[C:9]([C:11]([NH2:18])=[O:13])[S:10][C:3]=12, predict the reactants needed to synthesize it. The reactants are: [Cl:1][C:2]1[CH:7]=[CH:6][N:5]=[C:4]2[CH:8]=[C:9]([C:11]([OH:13])=O)[S:10][C:3]=12.S(Cl)(Cl)=O.[NH3:18].O1CCOCC1.